This data is from Forward reaction prediction with 1.9M reactions from USPTO patents (1976-2016). The task is: Predict the product of the given reaction. (1) Given the reactants [Br:1][C:2]1[C:3](F)=[C:4]2[C:10]([NH:11][C:12](=[O:21])[CH:13]([C:15]3[CH:20]=[CH:19][CH:18]=[CH:17][CH:16]=3)[CH3:14])=[CH:9][NH:8][C:5]2=[N:6][CH:7]=1.[NH:23]1[CH2:28][CH2:27][CH2:26][C@@H:25]([NH:29][C:30](=[O:36])[O:31][C:32]([CH3:35])([CH3:34])[CH3:33])[CH2:24]1, predict the reaction product. The product is: [Br:1][C:2]1[C:3]([N:23]2[CH2:28][CH2:27][CH2:26][C@@H:25]([NH:29][C:30](=[O:36])[O:31][C:32]([CH3:34])([CH3:33])[CH3:35])[CH2:24]2)=[C:4]2[C:10]([NH:11][C:12](=[O:21])[CH:13]([C:15]3[CH:20]=[CH:19][CH:18]=[CH:17][CH:16]=3)[CH3:14])=[CH:9][NH:8][C:5]2=[N:6][CH:7]=1. (2) Given the reactants [CH3:1][C@H:2]([NH2:10])[CH2:3][C:4]1[CH:9]=[CH:8][CH:7]=[CH:6][CH:5]=1.[CH3:1][C@H:2]([NH2:10])[CH2:3][C:4]1[CH:9]=[CH:8][CH:7]=[CH:6][CH:5]=1.OS(O)(=O)=O, predict the reaction product. The product is: [NH2:10][CH:2]([CH2:3][C:4]1[CH:9]=[CH:8][CH:7]=[CH:6][CH:5]=1)[CH3:1]. (3) Given the reactants Cl[C:2]1[C:11]2[C:6](=[CH:7][C:8]([O:14][CH3:15])=[C:9]([O:12][CH3:13])[CH:10]=2)[N:5]=[CH:4][C:3]=1[C:16]#[N:17].[C:18]([O:22][CH3:23])(=[O:21])[CH2:19][SH:20].C([O-])([O-])=[O:25].[K+].[K+], predict the reaction product. The product is: [NH2:17][C:16]1[C:3]2[CH:4]=[N:5][C:6]3[CH:7]=[C:8]([O:14][CH3:15])[C:9]([O:12][CH3:13])=[CH:10][C:11]=3[C:2]=2[S:20](=[O:25])[C:19]=1[C:18]([O:22][CH3:23])=[O:21]. (4) Given the reactants [Cl:1][C:2]1[CH:7]=[C:6]([N:8]=[C:9]=[O:10])[CH:5]=[CH:4][C:3]=1[F:11].[F:12][C:13]([F:34])([F:33])[C@@H:14]([OH:32])[CH2:15][N:16]1[CH2:21][CH2:20][CH2:19][CH:18]([C:22]2[CH:27]=[CH:26][CH:25]=[C:24]([C:28]([F:31])([F:30])[F:29])[CH:23]=2)[CH2:17]1, predict the reaction product. The product is: [F:34][C:13]([F:12])([F:33])[C@@H:14]([O:32][C:9](=[O:10])[NH:8][C:6]1[CH:5]=[CH:4][C:3]([F:11])=[C:2]([Cl:1])[CH:7]=1)[CH2:15][N:16]1[CH2:21][CH2:20][CH2:19][CH:18]([C:22]2[CH:27]=[CH:26][CH:25]=[C:24]([C:28]([F:29])([F:30])[F:31])[CH:23]=2)[CH2:17]1. (5) Given the reactants C([O-])([O-])=O.[K+].[K+].[F:7][C:8]1[CH:9]=[CH:10][C:11]([N+:15]([O-:17])=[O:16])=[C:12]([OH:14])[CH:13]=1.[CH2:18](Br)[C:19]1[CH:24]=[CH:23][CH:22]=[CH:21][CH:20]=1.O, predict the reaction product. The product is: [CH2:18]([O:14][C:12]1[CH:13]=[C:8]([F:7])[CH:9]=[CH:10][C:11]=1[N+:15]([O-:17])=[O:16])[C:19]1[CH:24]=[CH:23][CH:22]=[CH:21][CH:20]=1. (6) The product is: [Cl:20][C:21]1[CH:26]=[CH:25][C:24]([N+:27]([O-:29])=[O:28])=[CH:23][C:22]=1[O:1][CH:2]1[CH2:3][CH2:4][N:5]([C:8](=[O:19])[CH2:9][NH:10][C:11]2[C:12](=[O:18])[N:13]([CH3:17])[N:14]=[CH:15][CH:16]=2)[CH2:6][CH2:7]1. Given the reactants [OH:1][CH:2]1[CH2:7][CH2:6][N:5]([C:8](=[O:19])[CH2:9][NH:10][C:11]2[C:12](=[O:18])[N:13]([CH3:17])[N:14]=[CH:15][CH:16]=2)[CH2:4][CH2:3]1.[Cl:20][C:21]1[CH:26]=[CH:25][C:24]([N+:27]([O-:29])=[O:28])=[CH:23][C:22]=1O, predict the reaction product. (7) Given the reactants [C:1]([C:5]1[O:6][C:7]([C:10]2[C:14]([S:15][CH3:16])=[C:13]([C:17]3[CH:22]=[CH:21][C:20]([Cl:23])=[CH:19][CH:18]=3)[N:12]([C:24]3[CH:29]=[CH:28][C:27]([Cl:30])=[CH:26][C:25]=3[Cl:31])[N:11]=2)=[N:8][N:9]=1)([CH3:4])([CH3:3])[CH3:2].C1C=C(Cl)C=C(C(OO)=[O:40])C=1.C([O-])(O)=O.[Na+], predict the reaction product. The product is: [C:1]([C:5]1[O:6][C:7]([C:10]2[C:14]([S:15]([CH3:16])=[O:40])=[C:13]([C:17]3[CH:18]=[CH:19][C:20]([Cl:23])=[CH:21][CH:22]=3)[N:12]([C:24]3[CH:29]=[CH:28][C:27]([Cl:30])=[CH:26][C:25]=3[Cl:31])[N:11]=2)=[N:8][N:9]=1)([CH3:4])([CH3:2])[CH3:3]. (8) Given the reactants [C:1]([O:5][C:6](=[O:17])[NH:7][C@H:8]([C:13]([NH:15][NH2:16])=[O:14])[C:9]([CH3:12])([CH3:11])[CH3:10])([CH3:4])([CH3:3])[CH3:2].C([O-])(O)=O.[Na+].[N:23]#[C:24]Br.C(OCC)(=O)C, predict the reaction product. The product is: [C:1]([O:5][C:6](=[O:17])[NH:7][C@H:8]([C:13]1[O:14][C:24]([NH2:23])=[N:16][N:15]=1)[C:9]([CH3:10])([CH3:11])[CH3:12])([CH3:2])([CH3:3])[CH3:4]. (9) Given the reactants [O:1]=[S:2]1(=[O:18])[CH2:6][CH2:5][CH2:4][N:3]1[CH2:7][C:8]1[CH:17]=[CH:16][C:11]([C:12]([O:14]C)=[O:13])=[CH:10][CH:9]=1.Cl, predict the reaction product. The product is: [O:1]=[S:2]1(=[O:18])[CH2:6][CH2:5][CH2:4][N:3]1[CH2:7][C:8]1[CH:17]=[CH:16][C:11]([C:12]([OH:14])=[O:13])=[CH:10][CH:9]=1. (10) Given the reactants [CH3:1][CH:2]1[CH2:7][CH2:6][N:5]([C:8]2[CH:13]=[C:12]([CH:14]3[CH2:19][CH2:18][NH:17][CH2:16][CH2:15]3)[CH:11]=[CH:10][C:9]=2[NH:20][C:21]([C:23]2[NH:24][CH:25]=[C:26]([C:28]#[N:29])[CH:27]=2)=[O:22])[CH2:4][CH2:3]1.FC(F)(F)C(O)=O.[OH-].[Na+].CO.[CH3:41][N:42]([CH3:47])[CH2:43][C:44](O)=[O:45].CCN=C=NCCCN(C)C.C1C=CC2N(O)N=NC=2C=1.CCN(C(C)C)C(C)C, predict the reaction product. The product is: [CH3:41][N:42]([CH3:47])[CH2:43][C:44]([N:17]1[CH2:18][CH2:19][CH:14]([C:12]2[CH:11]=[CH:10][C:9]([NH:20][C:21]([C:23]3[NH:24][CH:25]=[C:26]([C:28]#[N:29])[CH:27]=3)=[O:22])=[C:8]([N:5]3[CH2:6][CH2:7][CH:2]([CH3:1])[CH2:3][CH2:4]3)[CH:13]=2)[CH2:15][CH2:16]1)=[O:45].